Dataset: Forward reaction prediction with 1.9M reactions from USPTO patents (1976-2016). Task: Predict the product of the given reaction. (1) Given the reactants [NH:1]1[C:9]2[C:4](=[CH:5][CH:6]=[CH:7][CH:8]=2)[CH2:3][CH2:2]1.C(Cl)(=[O:12])C.[Cl:14][CH2:15][CH2:16]Cl, predict the reaction product. The product is: [Cl:14][CH2:15][C:16]([N:1]1[C:9]2[C:4](=[CH:5][CH:6]=[CH:7][CH:8]=2)[CH2:3][CH2:2]1)=[O:12]. (2) Given the reactants C[O:2][C:3](=O)[C@@H:4]([NH:15]C(OCC1C=CC=CC=1)=O)[CH2:5][O:6][CH:7]([C:9]1[CH:14]=[CH:13][CH:12]=[CH:11][CH:10]=1)[CH3:8].N, predict the reaction product. The product is: [NH2:15][C@@H:4]([CH2:5][O:6][CH:7]([C:9]1[CH:14]=[CH:13][CH:12]=[CH:11][CH:10]=1)[CH3:8])[CH2:3][OH:2]. (3) The product is: [Cl:1][C:2]1[CH:14]=[CH:13][C:5]([O:6][CH2:7][C:8]([OH:10])=[O:9])=[C:4]([CH2:15][N:16]2[CH2:17][CH2:18][N:19]([S:22]([C:30]3[CH:29]=[CH:4][CH:3]=[CH:2][CH:14]=3)(=[O:24])=[O:23])[CH2:20][CH2:21]2)[CH:3]=1. Given the reactants [Cl:1][C:2]1[CH:14]=[CH:13][C:5]([O:6][CH2:7][C:8]([O:10]CC)=[O:9])=[C:4]([CH2:15][N:16]2[CH2:21][CH2:20][NH:19][CH2:18][CH2:17]2)[CH:3]=1.[S:22](Cl)(Cl)(=[O:24])=[O:23].[OH-].[Na+].[C:29](O)(=O)[CH3:30], predict the reaction product. (4) Given the reactants [Cl:1][C:2]1[CH:7]=[CH:6][C:5]([C:8]2[CH:9]=[C:10]([NH2:20])[CH:11]=[N:12][C:13]=2[O:14][CH2:15][C:16]([F:19])([F:18])[F:17])=[CH:4][CH:3]=1.[CH3:21][N:22]1[CH:26]=[CH:25][C:24]([C:27](O)=[O:28])=[N:23]1, predict the reaction product. The product is: [Cl:1][C:2]1[CH:3]=[CH:4][C:5]([C:8]2[CH:9]=[C:10]([NH:20][C:27]([C:24]3[CH:25]=[CH:26][N:22]([CH3:21])[N:23]=3)=[O:28])[CH:11]=[N:12][C:13]=2[O:14][CH2:15][C:16]([F:17])([F:18])[F:19])=[CH:6][CH:7]=1. (5) Given the reactants [Cl:1][C:2]1[CH:7]=[CH:6][C:5]([N:8]2[C:13]([OH:14])=[C:12]([C:15](OCC)=[O:16])[C:11](=[O:20])[N:10]([CH2:21][C:22]3[CH:27]=[CH:26][CH:25]=[CH:24][CH:23]=3)[C:9]2=[S:28])=[CH:4][CH:3]=1.C1CCN2C(=NCCC2)CC1.[NH2:40][CH2:41][C:42]([OH:44])=[O:43], predict the reaction product. The product is: [Cl:1][C:2]1[CH:3]=[CH:4][C:5]([N:8]2[C:13]([OH:14])=[C:12]([C:15]([NH:40][CH2:41][C:42]([OH:44])=[O:43])=[O:16])[C:11](=[O:20])[N:10]([CH2:21][C:22]3[CH:23]=[CH:24][CH:25]=[CH:26][CH:27]=3)[C:9]2=[S:28])=[CH:6][CH:7]=1. (6) Given the reactants [C:1]1([N:7]2[C:11]3=[N:12][CH:13]=[N:14][C:15]([NH:16]/[N:17]=[CH:18]/[C:19]4[CH:27]=[CH:26][C:22](C(O)=O)=[CH:21][CH:20]=4)=[C:10]3[CH:9]=[N:8]2)[CH:6]=[CH:5][CH:4]=[CH:3][CH:2]=1.[CH3:28][N:29]([CH3:33])[CH2:30][CH2:31][NH2:32].[CH2:34]([O:36]P(C#N)(=O)OCC)C.C(N(CC)CC)C, predict the reaction product. The product is: [CH3:28][N:29]([CH3:33])[CH2:30][CH2:31][NH:32][C:34](=[O:36])[C:21]1[CH:22]=[CH:26][CH:27]=[C:19](/[CH:18]=[N:17]/[NH:16][C:15]2[N:14]=[CH:13][N:12]=[C:11]3[N:7]([C:1]4[CH:2]=[CH:3][CH:4]=[CH:5][CH:6]=4)[N:8]=[CH:9][C:10]=23)[CH:20]=1. (7) Given the reactants Cl.C[O:3][C:4]([C:6]1[N:7]([CH3:12])[CH:8]=[C:9]([NH2:11])[CH:10]=1)=[O:5].C(=O)([O-])[O-].[Na+].[Na+].[CH:19]1[C:31]2[CH:30]([CH2:32][O:33][C:34](Cl)=[O:35])[C:29]3[C:24](=[CH:25][CH:26]=[CH:27][CH:28]=3)[C:23]=2[CH:22]=[CH:21][CH:20]=1, predict the reaction product. The product is: [CH:19]1[C:31]2[CH:30]([CH2:32][O:33][C:34]([NH:11][C:9]3[CH:10]=[C:6]([C:4]([OH:3])=[O:5])[N:7]([CH3:12])[CH:8]=3)=[O:35])[C:29]3[C:24](=[CH:25][CH:26]=[CH:27][CH:28]=3)[C:23]=2[CH:22]=[CH:21][CH:20]=1. (8) Given the reactants [Cl:1][C:2]1[CH:10]=[CH:9][CH:8]=[C:7]2[C:3]=1[C:4]([C:11]([NH:13][CH2:14][CH:15]1[CH2:20][CH2:19][C:18]([F:22])([F:21])[CH2:17][CH2:16]1)=[O:12])=[CH:5][NH:6]2.O[CH2:24][C@@H:25]1[CH2:28][CH2:27][N:26]1[C:29]([O:31][C:32]([CH3:35])([CH3:34])[CH3:33])=[O:30], predict the reaction product. The product is: [C:32]([O:31][C:29]([N:26]1[CH2:27][CH2:28][C@H:25]1[CH2:24][N:6]1[C:7]2[C:3](=[C:2]([Cl:1])[CH:10]=[CH:9][CH:8]=2)[C:4]([C:11](=[O:12])[NH:13][CH2:14][CH:15]2[CH2:20][CH2:19][C:18]([F:21])([F:22])[CH2:17][CH2:16]2)=[CH:5]1)=[O:30])([CH3:35])([CH3:33])[CH3:34]. (9) Given the reactants [Cl:1][C:2]1[CH:3]=[C:4]([CH2:8][C:9]2[S:13][CH:12]=[C:11]([C:14]([O:16]C)=[O:15])[C:10]=2[O:18][CH2:19][CH2:20][O:21][Si:22]([C:25]([CH3:28])([CH3:27])[CH3:26])([CH3:24])[CH3:23])[CH:5]=[CH:6][CH:7]=1, predict the reaction product. The product is: [Cl:1][C:2]1[CH:3]=[C:4]([CH2:8][C:9]2[S:13][CH:12]=[C:11]([C:14]([OH:16])=[O:15])[C:10]=2[O:18][CH2:19][CH2:20][O:21][Si:22]([C:25]([CH3:28])([CH3:27])[CH3:26])([CH3:24])[CH3:23])[CH:5]=[CH:6][CH:7]=1. (10) Given the reactants [F:1][C:2]1[CH:3]=[C:4](B(O)O)[CH:5]=[CH:6][C:7]=1[O:8][CH3:9].[O-]P([O-])([O-])=O.[K+].[K+].[K+].[CH3:21][Si:22]([CH3:68])([CH3:67])[CH2:23][CH2:24][O:25][CH2:26][N:27]([CH2:59][O:60][CH2:61][CH2:62][Si:63]([CH3:66])([CH3:65])[CH3:64])[C:28]1[N:33]2[N:34]=[CH:35][C:36]([C:37]3[CH:38]=[N:39][C:40](Cl)=[CH:41][CH:42]=3)=[C:32]2[N:31]=[C:30]([CH:44]2[CH2:50][CH:49]3[N:51]([C:52]([O:54][C:55]([CH3:58])([CH3:57])[CH3:56])=[O:53])[CH:46]([CH2:47][CH2:48]3)[CH2:45]2)[CH:29]=1, predict the reaction product. The product is: [CH3:66][Si:63]([CH3:64])([CH3:65])[CH2:62][CH2:61][O:60][CH2:59][N:27]([CH2:26][O:25][CH2:24][CH2:23][Si:22]([CH3:21])([CH3:68])[CH3:67])[C:28]1[N:33]2[N:34]=[CH:35][C:36]([C:37]3[CH:38]=[N:39][C:40]([C:4]4[CH:5]=[CH:6][C:7]([O:8][CH3:9])=[C:2]([F:1])[CH:3]=4)=[CH:41][CH:42]=3)=[C:32]2[N:31]=[C:30]([CH:44]2[CH2:50][CH:49]3[N:51]([C:52]([O:54][C:55]([CH3:58])([CH3:57])[CH3:56])=[O:53])[CH:46]([CH2:47][CH2:48]3)[CH2:45]2)[CH:29]=1.